Dataset: NCI-60 drug combinations with 297,098 pairs across 59 cell lines. Task: Regression. Given two drug SMILES strings and cell line genomic features, predict the synergy score measuring deviation from expected non-interaction effect. (1) Drug 1: CC1=C(C=C(C=C1)NC(=O)C2=CC=C(C=C2)CN3CCN(CC3)C)NC4=NC=CC(=N4)C5=CN=CC=C5. Drug 2: CC1CCCC2(C(O2)CC(NC(=O)CC(C(C(=O)C(C1O)C)(C)C)O)C(=CC3=CSC(=N3)C)C)C. Cell line: OVCAR-5. Synergy scores: CSS=54.2, Synergy_ZIP=2.42, Synergy_Bliss=1.46, Synergy_Loewe=-9.71, Synergy_HSA=1.49. (2) Drug 1: CS(=O)(=O)C1=CC(=C(C=C1)C(=O)NC2=CC(=C(C=C2)Cl)C3=CC=CC=N3)Cl. Drug 2: C1=CC(=CC=C1CC(C(=O)O)N)N(CCCl)CCCl.Cl. Cell line: NCI-H522. Synergy scores: CSS=14.1, Synergy_ZIP=-1.08, Synergy_Bliss=1.86, Synergy_Loewe=1.11, Synergy_HSA=2.60.